Dataset: Full USPTO retrosynthesis dataset with 1.9M reactions from patents (1976-2016). Task: Predict the reactants needed to synthesize the given product. (1) Given the product [CH3:1][O:2][CH2:3][CH2:4][NH:5][CH:7]1[CH2:12][CH2:11][N:10]([C:13]([O:15][CH2:16][C:17]2[CH:18]=[CH:19][CH:20]=[CH:21][CH:22]=2)=[O:14])[CH2:9][CH2:8]1, predict the reactants needed to synthesize it. The reactants are: [CH3:1][O:2][CH2:3][CH2:4][NH2:5].O=[C:7]1[CH2:12][CH2:11][N:10]([C:13]([O:15][CH2:16][C:17]2[CH:22]=[CH:21][CH:20]=[CH:19][CH:18]=2)=[O:14])[CH2:9][CH2:8]1.[BH4-].[Na+]. (2) Given the product [C:26]([C@@H:24]([C@H:22]([C:21]([OH:30])=[O:29])[OH:23])[OH:25])([OH:28])=[O:27].[S:1]1[C:5]2[CH:6]=[CH:7][C:8]([CH2:10][CH2:11][O:12][CH2:13][CH2:14][CH2:15][N:16]3[CH2:19][CH:18]([OH:20])[CH2:17]3)=[CH:9][C:4]=2[CH:3]=[CH:2]1, predict the reactants needed to synthesize it. The reactants are: [S:1]1[C:5]2[CH:6]=[CH:7][C:8]([CH2:10][CH2:11][O:12][CH2:13][CH2:14][CH2:15][N:16]3[CH2:19][CH:18]([OH:20])[CH2:17]3)=[CH:9][C:4]=2[CH:3]=[CH:2]1.[C:21]([OH:30])(=[O:29])[C@@H:22]([C@H:24]([C:26]([OH:28])=[O:27])[OH:25])[OH:23].C(O)C. (3) Given the product [C:88]([CH2:87][CH2:65][CH2:66][N:8]([CH3:6])[C@H:9]([C:13]([NH:15][C@H:16]([C:20]([N:22]([C@@H:24]([C@@H:44]([CH3:47])[CH2:45][CH3:46])[C@H:25]([O:42][CH3:43])[CH2:26][C:27]([N:29]1[CH2:33][CH2:32][CH2:31][C@H:30]1[C@H:34]([O:40][CH3:41])[C@@H:35]([CH3:36])[C:37]([NH:50][C@@H:51]([CH2:52][C:53]1[CH:58]=[CH:57][CH:56]=[CH:55][CH:54]=1)[C:59]([NH2:61])=[O:60])=[O:38])=[O:28])[CH3:23])=[O:21])[CH:17]([CH3:19])[CH3:18])=[O:14])[CH:10]([CH3:12])[CH3:11])([OH:90])=[O:89], predict the reactants needed to synthesize it. The reactants are: C(O[C:6]([N:8](C)[C@H:9]([C:13]([NH:15][C@H:16]([C:20]([N:22]([C@@H:24]([C@@H:44]([CH3:47])[CH2:45][CH3:46])[C@H:25]([O:42][CH3:43])[CH2:26][C:27]([N:29]1[CH2:33][CH2:32][CH2:31][C@H:30]1[C@H:34]([O:40][CH3:41])[C@H:35]([C:37](O)=[O:38])[CH3:36])=[O:28])[CH3:23])=[O:21])[CH:17]([CH3:19])[CH3:18])=[O:14])[CH:10]([CH3:12])[CH3:11])=O)(C)(C)C.Cl.[NH2:50][C@H:51]([C:59]([NH2:61])=[O:60])[CH2:52][C:53]1[CH:58]=[CH:57][CH:56]=[CH:55][CH:54]=1.N1(OC(N(C)C)=[N+](C)C)[C:66]2N=CC=C[C:65]=2N=N1.F[P-](F)(F)(F)(F)F.F[C:87](F)(F)[C:88]([OH:90])=[O:89]. (4) Given the product [Cl:3][C:23]1[N:22]=[C:21]([C:9]2[S:8][C:7]([CH3:6])=[N:11][C:10]=2[C:12]2[CH:17]=[CH:16][CH:15]=[C:14]([N+:18]([O-:20])=[O:19])[CH:13]=2)[CH:26]=[CH:25][N:24]=1, predict the reactants needed to synthesize it. The reactants are: P(Cl)(Cl)([Cl:3])=O.[CH3:6][C:7]1[S:8][C:9]([C:21]2[CH:26]=[CH:25][NH:24][C:23](=O)[N:22]=2)=[C:10]([C:12]2[CH:17]=[CH:16][CH:15]=[C:14]([N+:18]([O-:20])=[O:19])[CH:13]=2)[N:11]=1. (5) Given the product [Cl:19][C:20]1[CH:28]=[CH:27][C:23]([C:24]([NH:18][CH:16]2[CH2:15][N:14]([C:12]([N:8]3[CH2:9][CH2:10][CH2:11][N:5]([CH:1]4[CH2:4][CH2:3][CH2:2]4)[CH2:6][CH2:7]3)=[O:13])[CH2:17]2)=[O:25])=[CH:22][CH:21]=1, predict the reactants needed to synthesize it. The reactants are: [CH:1]1([N:5]2[CH2:11][CH2:10][CH2:9][N:8]([C:12]([N:14]3[CH2:17][CH:16]([NH2:18])[CH2:15]3)=[O:13])[CH2:7][CH2:6]2)[CH2:4][CH2:3][CH2:2]1.[Cl:19][C:20]1[CH:28]=[CH:27][C:23]([C:24](Cl)=[O:25])=[CH:22][CH:21]=1.CCN(C(C)C)C(C)C. (6) Given the product [CH3:1][C:2]1[C:3]([N+:10]([O-:12])=[O:11])=[C:4]([CH:7]=[CH:8][CH:9]=1)[CH2:5][Br:51], predict the reactants needed to synthesize it. The reactants are: [CH3:1][C:2]1[C:3]([N+:10]([O-:12])=[O:11])=[C:4]([CH:7]=[CH:8][CH:9]=1)[CH2:5]O.C1(P(C2C=CC=CC=2)C2C=CC=CC=2)C=CC=CC=1.C1C=CC(P(C2C=CC=CC=2)C2C=CC=CC=2)=CC=1.[Br:51]Br. (7) Given the product [CH2:21]([N:8]([CH:4]1[CH2:5][CH2:6][CH2:7][CH:2]([N:1]2[C:31]([CH2:30][CH2:29][C:25]3[CH:24]=[N:23][CH:28]=[CH:27][CH:26]=3)=[CH:45][N:44]=[CH:43]2)[CH2:3]1)[C:9]1[CH:16]=[CH:15][C:12]([C:13]#[N:14])=[C:11]([C:17]([F:18])([F:19])[F:20])[CH:10]=1)[CH3:22], predict the reactants needed to synthesize it. The reactants are: [NH2:1][CH:2]1[CH2:7][CH2:6][CH2:5][CH:4]([N:8]([CH2:21][CH3:22])[C:9]2[CH:16]=[CH:15][C:12]([C:13]#[N:14])=[C:11]([C:17]([F:20])([F:19])[F:18])[CH:10]=2)[CH2:3]1.[N:23]1[CH:28]=[CH:27][CH:26]=[C:25]([CH2:29][CH2:30][CH:31]=O)[CH:24]=1.S([CH2:43][N+:44]#[C-:45])(C1C=CC(C)=CC=1)(=O)=O.C([O-])([O-])=O.[K+].[K+]. (8) Given the product [CH2:1]([N:8]1[C:12]([C:13]([F:16])([F:14])[F:15])=[C:11]([CH3:17])[C:10]([C:39]2[CH:40]=[CH:41][C:42]([O:45][CH2:46][C:47]([F:48])([F:49])[F:50])=[CH:43][CH:44]=2)=[C:9]1[C:27]([N:29]([CH3:35])[CH2:30][C:31]([CH3:32])([CH3:34])[CH3:33])=[O:28])[C:2]1[CH:7]=[CH:6][CH:5]=[CH:4][CH:3]=1, predict the reactants needed to synthesize it. The reactants are: [CH2:1]([N:8]1[C:12]([C:13]([F:16])([F:15])[F:14])=[C:11]([CH3:17])[C:10](B2OC(C)(C)C(C)(C)O2)=[C:9]1[C:27]([N:29]([CH3:35])[CH2:30][C:31]([CH3:34])([CH3:33])[CH3:32])=[O:28])[C:2]1[CH:7]=[CH:6][CH:5]=[CH:4][CH:3]=1.[Li+].[OH-].Br[C:39]1[CH:44]=[CH:43][C:42]([O:45][CH2:46][C:47]([F:50])([F:49])[F:48])=[CH:41][CH:40]=1.[OH-].[Na+]. (9) Given the product [CH3:59][O:58][C:55]1[CH:54]=[CH:53][C:52]([CH2:51][N:26]([CH2:25][C:24]2[CH:23]=[CH:22][C:21]([O:20][CH3:19])=[CH:61][CH:60]=2)[C:27]2[N:32]=[C:31]([CH3:33])[N:30]=[C:29]([C:34]3[CH:41]=[C:38]([CH:39]([OH:40])[C:6]4[CH:7]=[C:2]([Br:1])[CH:3]=[CH:4][C:5]=4[S:8]([N:11]([CH3:13])[CH3:12])(=[O:10])=[O:9])[CH:37]=[N:36][C:35]=3[NH:42][C:43]3[CH:44]=[N:45][C:46]([O:49][CH3:50])=[CH:47][CH:48]=3)[N:28]=2)=[CH:57][CH:56]=1, predict the reactants needed to synthesize it. The reactants are: [Br:1][C:2]1[CH:7]=[CH:6][C:5]([S:8]([N:11]([CH3:13])[CH3:12])(=[O:10])=[O:9])=[CH:4][CH:3]=1.C([Li])CCC.[CH3:19][O:20][C:21]1[CH:61]=[CH:60][C:24]([CH2:25][N:26]([CH2:51][C:52]2[CH:57]=[CH:56][C:55]([O:58][CH3:59])=[CH:54][CH:53]=2)[C:27]2[N:32]=[C:31]([CH3:33])[N:30]=[C:29]([C:34]3[C:35]([NH:42][C:43]4[CH:44]=[N:45][C:46]([O:49][CH3:50])=[CH:47][CH:48]=4)=[N:36][CH:37]=[C:38]([CH:41]=3)[CH:39]=[O:40])[N:28]=2)=[CH:23][CH:22]=1. (10) Given the product [CH3:4][C:5]1[S:13][C:12]2[C:11]([S:2][CH3:1])=[N:10][CH:9]=[N:8][C:7]=2[CH:6]=1, predict the reactants needed to synthesize it. The reactants are: [CH3:1][S-:2].[Na+].[CH3:4][C:5]1[S:13][C:12]2[C:11](Cl)=[N:10][CH:9]=[N:8][C:7]=2[CH:6]=1.